Dataset: Forward reaction prediction with 1.9M reactions from USPTO patents (1976-2016). Task: Predict the product of the given reaction. (1) The product is: [F:2][C:3]1[C:4]2[CH2:5][CH:6]3[C:15](=[N:16][OH:29])[CH:9]([CH2:10][C:11]=2[CH:12]=[CH:13][CH:14]=1)[CH2:8][CH2:7]3. Given the reactants [Br-].[F:2][C:3]1[C:4]2[CH2:5][CH:6]3[C:15](=[N+:16]4CCCC4)[CH:9]([CH2:10][C:11]=2[CH:12]=[CH:13][CH:14]=1)[CH2:8][CH2:7]3.Cl.NO.O.O.O.C([O-])(=[O:29])C.[Na+].C(O)C.O, predict the reaction product. (2) Given the reactants [F:1][C:2]1[CH:7]=[CH:6][C:5]([C:8]2[O:9][CH:10]=[C:11]([CH:13]([CH3:16])[CH2:14][NH2:15])[N:12]=2)=[CH:4][CH:3]=1.[F:17][C:18]([F:34])([F:33])[C:19]1[O:23][N:22]=[C:21]([C:24]2[CH:25]=[C:26]([CH:30]=[CH:31][CH:32]=2)[C:27](O)=[O:28])[N:20]=1, predict the reaction product. The product is: [F:1][C:2]1[CH:3]=[CH:4][C:5]([C:8]2[O:9][CH:10]=[C:11]([CH:13]([CH3:16])[CH2:14][NH:15][C:27](=[O:28])[C:26]3[CH:30]=[CH:31][CH:32]=[C:24]([C:21]4[N:20]=[C:19]([C:18]([F:34])([F:33])[F:17])[O:23][N:22]=4)[CH:25]=3)[N:12]=2)=[CH:6][CH:7]=1. (3) Given the reactants [C:1]([C:3]1[CH:12]=[CH:11][C:6]([NH:7][C:8](=[O:10])[CH3:9])=[CH:5][CH:4]=1)#[N:2].I[CH2:14][CH3:15].[H-].[Na+], predict the reaction product. The product is: [C:1]([C:3]1[CH:12]=[CH:11][C:6]([N:7]([CH2:14][CH3:15])[C:8](=[O:10])[CH3:9])=[CH:5][CH:4]=1)#[N:2]. (4) Given the reactants Br[C:2]1[CH:3]=[CH:4][C:5]2[C:11]3[S:12][C:13]([C:15]([N:17]([C:19]4[CH:24]=[C:23]([C:25]([N:27]5[CH2:30][CH:29]([OH:31])[CH2:28]5)=[O:26])[CH:22]=[CH:21][C:20]=4[Cl:32])[CH3:18])=[O:16])=[CH:14][C:10]=3[CH2:9][CH2:8][O:7][C:6]=2[CH:33]=1.CC1(C)C2C(=C(P(C3C=CC=CC=3)C3C=CC=CC=3)C=CC=2)[O:55][C:37]2C(P(C3C=CC=CC=3)C3C=CC=CC=3)=CC=CC1=2.[CH3:76][S:77]([CH2:80][CH2:81][NH2:82])(=[O:79])=[O:78].Cl.C([O-])([O-])=O.[Na+].[Na+], predict the reaction product. The product is: [Cl:32][C:20]1[CH:21]=[CH:22][C:23]([C:25]([N:27]2[CH2:30][CH:29]([OH:31])[CH2:28]2)=[O:26])=[CH:24][C:19]=1[N:17]([CH3:18])[C:15]([C:13]1[S:12][C:11]2[C:5]3[CH:4]=[CH:3][C:2]([C:37]([NH:82][CH2:81][CH2:80][S:77]([CH3:76])(=[O:79])=[O:78])=[O:55])=[CH:33][C:6]=3[O:7][CH2:8][CH2:9][C:10]=2[CH:14]=1)=[O:16]. (5) The product is: [NH2:1][C:2]1[N:3]=[C:4]([Cl:28])[C:5]2=[C:6]([N:8]([CH2:21][C:64]3[CH:40]=[N:36][N:58]([CH3:59])[CH:62]=3)[C:9](=[O:20])/[C:10]/2=[CH:11]\[C:12]2[NH:16][CH:15]=[C:14]([C:17]([NH:70][CH2:69][CH2:68][N:67]([CH2:71][CH3:72])[CH2:65][CH3:66])=[O:18])[C:13]=2[CH3:73])[N:7]=1. Given the reactants [NH2:1][C:2]1[N:3]=[C:4]([Cl:28])[C:5]2=[C:6]([N:8]([CH2:21]C3C=CN(C)N=3)[C:9](=[O:20])/[C:10]/2=[CH:11]\[C:12]2[NH:16][CH:15]=[C:14]([C:17](O)=[O:18])[CH:13]=2)[N:7]=1.F[P-](F)(F)(F)(F)F.[N:36]1(O[P+](N(C)C)(N(C)C)N(C)C)[C:40]2C=CC=CC=2N=N1.CC[N:58]([CH:62]([CH3:64])C)[CH:59](C)C.[CH2:65]([N:67]([CH2:71][CH3:72])[CH2:68][CH2:69][NH2:70])[CH3:66].[CH3:73]N(C=O)C, predict the reaction product.